From a dataset of Catalyst prediction with 721,799 reactions and 888 catalyst types from USPTO. Predict which catalyst facilitates the given reaction. (1) Reactant: [CH3:1][C:2]1[C:10]([N+:11]([O-:13])=[O:12])=[CH:9][CH:8]=[CH:7][C:3]=1[C:4]([OH:6])=[O:5].S(Cl)(Cl)=O.[CH2:18](O)[CH3:19]. Product: [CH3:1][C:2]1[C:10]([N+:11]([O-:13])=[O:12])=[CH:9][CH:8]=[CH:7][C:3]=1[C:4]([O:6][CH2:18][CH3:19])=[O:5]. The catalyst class is: 27. (2) Reactant: [CH2:1]([N:8]1[C:17]2[C:12](=[C:13](Cl)[CH:14]=[CH:15][CH:16]=2)[C:11](=[O:19])[C:10]([CH3:20])=[N:9]1)[C:2]1[CH:7]=[CH:6][CH:5]=[CH:4][CH:3]=1.[F-].[Cs+].C(COC)OC.[CH3:29][C:30]1[CH:35]=[C:34]([CH3:36])[CH:33]=[CH:32][C:31]=1B(O)O. Product: [CH2:1]([N:8]1[C:17]2[C:12](=[C:13]([C:31]3[CH:32]=[CH:33][C:34]([CH3:36])=[CH:35][C:30]=3[CH3:29])[CH:14]=[CH:15][CH:16]=2)[C:11](=[O:19])[C:10]([CH3:20])=[N:9]1)[C:2]1[CH:7]=[CH:6][CH:5]=[CH:4][CH:3]=1. The catalyst class is: 535. (3) Reactant: [CH3:1][O:2][C:3]1[CH:4]=[C:5]([C:11]2[CH2:15][CH:14]([CH2:16][CH2:17][CH:18]=O)[O:13][N:12]=2)[CH:6]=[CH:7][C:8]=1[O:9][CH3:10].Cl.Cl.[N:22]1[CH:27]=[CH:26][CH:25]=[N:24][C:23]=1[N:28]1[CH2:33][CH2:32][NH:31][CH2:30][CH2:29]1.[BH-](OC(C)=O)(OC(C)=O)OC(C)=O.[Na+].C(N(C(C)C)CC)(C)C. Product: [CH3:1][O:2][C:3]1[CH:4]=[C:5]([C:11]2[CH2:15][CH:14]([CH2:16][CH2:17][CH2:18][N:31]3[CH2:32][CH2:33][N:28]([C:23]4[N:22]=[CH:27][CH:26]=[CH:25][N:24]=4)[CH2:29][CH2:30]3)[O:13][N:12]=2)[CH:6]=[CH:7][C:8]=1[O:9][CH3:10]. The catalyst class is: 2. (4) Reactant: [OH:1][C@H:2]([CH3:6])[C:3]([NH2:5])=[O:4].CO[C:9](OC)([CH3:11])[CH3:10].B(F)(F)F.CCOCC. Product: [CH3:10][C:9]1([CH3:11])[NH:5][C:3](=[O:4])[C@@H:2]([CH3:6])[O:1]1. The catalyst class is: 21. (5) Reactant: [NH2:1][C:2]1[N:7]=[C:6]([N:8]2[CH2:30][CH2:29][C:11]3([CH2:15][N:14]([C:16]([O:18][CH2:19][C:20]4[CH:25]=[CH:24][CH:23]=[CH:22][CH:21]=4)=[O:17])[C@H:13]([C:26]([OH:28])=[O:27])[CH2:12]3)[CH2:10][CH2:9]2)[CH:5]=[C:4]([O:31][C@H:32]([C:37]2[CH:42]=[CH:41][C:40]([Cl:43])=[CH:39][C:38]=2[N:44]2[CH:48]=[CH:47][C:46]([CH3:49])=[N:45]2)[C:33]([F:36])([F:35])[F:34])[N:3]=1.[CH:50]1([C:54](Cl)=[O:55])[CH2:53][CH2:52][CH2:51]1.N1C=CC=[CH:59][CH:58]=1. Product: [Cl:43][C:40]1[CH:41]=[CH:42][C:37]([C@@H:32]([O:31][C:4]2[N:3]=[C:2]([NH:1][C:54]([CH:50]3[CH2:53][CH2:52][CH2:51]3)=[O:55])[N:7]=[C:6]([N:8]3[CH2:30][CH2:29][C:11]4([CH2:15][N:14]([C:16]([O:18][CH2:19][C:20]5[CH:25]=[CH:24][CH:23]=[CH:22][CH:21]=5)=[O:17])[C@H:13]([C:26]([O:28][CH2:58][CH3:59])=[O:27])[CH2:12]4)[CH2:10][CH2:9]3)[CH:5]=2)[C:33]([F:35])([F:34])[F:36])=[C:38]([N:44]2[CH:48]=[CH:47][C:46]([CH3:49])=[N:45]2)[CH:39]=1. The catalyst class is: 25.